Regression. Given two drug SMILES strings and cell line genomic features, predict the synergy score measuring deviation from expected non-interaction effect. From a dataset of NCI-60 drug combinations with 297,098 pairs across 59 cell lines. (1) Drug 1: CC1=C(C(=CC=C1)Cl)NC(=O)C2=CN=C(S2)NC3=CC(=NC(=N3)C)N4CCN(CC4)CCO. Drug 2: CC1CCC2CC(C(=CC=CC=CC(CC(C(=O)C(C(C(=CC(C(=O)CC(OC(=O)C3CCCCN3C(=O)C(=O)C1(O2)O)C(C)CC4CCC(C(C4)OC)OCCO)C)C)O)OC)C)C)C)OC. Cell line: OVCAR-4. Synergy scores: CSS=2.12, Synergy_ZIP=-1.08, Synergy_Bliss=-0.740, Synergy_Loewe=-2.41, Synergy_HSA=-1.34. (2) Drug 1: B(C(CC(C)C)NC(=O)C(CC1=CC=CC=C1)NC(=O)C2=NC=CN=C2)(O)O. Drug 2: CC1C(C(CC(O1)OC2CC(CC3=C2C(=C4C(=C3O)C(=O)C5=CC=CC=C5C4=O)O)(C(=O)C)O)N)O. Cell line: RXF 393. Synergy scores: CSS=73.6, Synergy_ZIP=5.44, Synergy_Bliss=5.81, Synergy_Loewe=6.57, Synergy_HSA=7.60. (3) Drug 1: C1CCC(C1)C(CC#N)N2C=C(C=N2)C3=C4C=CNC4=NC=N3. Drug 2: C1=CN(C(=O)N=C1N)C2C(C(C(O2)CO)O)O.Cl. Cell line: RPMI-8226. Synergy scores: CSS=8.91, Synergy_ZIP=1.79, Synergy_Bliss=10.2, Synergy_Loewe=-0.407, Synergy_HSA=5.05. (4) Drug 2: C1CCC(C(C1)N)N.C(=O)(C(=O)[O-])[O-].[Pt+4]. Synergy scores: CSS=9.25, Synergy_ZIP=-4.32, Synergy_Bliss=-1.08, Synergy_Loewe=-4.07, Synergy_HSA=-4.22. Drug 1: C#CCC(CC1=CN=C2C(=N1)C(=NC(=N2)N)N)C3=CC=C(C=C3)C(=O)NC(CCC(=O)O)C(=O)O. Cell line: UO-31. (5) Drug 1: CCCCC(=O)OCC(=O)C1(CC(C2=C(C1)C(=C3C(=C2O)C(=O)C4=C(C3=O)C=CC=C4OC)O)OC5CC(C(C(O5)C)O)NC(=O)C(F)(F)F)O. Drug 2: C1=CC=C(C=C1)NC(=O)CCCCCCC(=O)NO. Cell line: A549. Synergy scores: CSS=62.1, Synergy_ZIP=3.71, Synergy_Bliss=2.98, Synergy_Loewe=0.952, Synergy_HSA=4.24. (6) Drug 1: C1C(C(OC1N2C=NC3=C(N=C(N=C32)Cl)N)CO)O. Drug 2: C1=NNC2=C1C(=O)NC=N2. Cell line: MCF7. Synergy scores: CSS=2.52, Synergy_ZIP=-0.492, Synergy_Bliss=-2.33, Synergy_Loewe=0.290, Synergy_HSA=-2.82. (7) Drug 2: COC1=C2C(=CC3=C1OC=C3)C=CC(=O)O2. Cell line: T-47D. Synergy scores: CSS=15.3, Synergy_ZIP=-4.08, Synergy_Bliss=-5.46, Synergy_Loewe=-7.63, Synergy_HSA=-8.06. Drug 1: C1=CC(=CC=C1CC(C(=O)O)N)N(CCCl)CCCl.Cl. (8) Drug 2: CCCS(=O)(=O)NC1=C(C(=C(C=C1)F)C(=O)C2=CNC3=C2C=C(C=N3)C4=CC=C(C=C4)Cl)F. Synergy scores: CSS=-0.836, Synergy_ZIP=0.789, Synergy_Bliss=-1.13, Synergy_Loewe=-2.49, Synergy_HSA=-3.28. Drug 1: CC12CCC(CC1=CCC3C2CCC4(C3CC=C4C5=CN=CC=C5)C)O. Cell line: SN12C. (9) Drug 2: C1=CC(=CC=C1CCC2=CNC3=C2C(=O)NC(=N3)N)C(=O)NC(CCC(=O)O)C(=O)O. Drug 1: C1CCC(C1)C(CC#N)N2C=C(C=N2)C3=C4C=CNC4=NC=N3. Cell line: SF-539. Synergy scores: CSS=33.6, Synergy_ZIP=-1.09, Synergy_Bliss=-3.27, Synergy_Loewe=-6.61, Synergy_HSA=-1.61.